This data is from Peptide-MHC class I binding affinity with 185,985 pairs from IEDB/IMGT. The task is: Regression. Given a peptide amino acid sequence and an MHC pseudo amino acid sequence, predict their binding affinity value. This is MHC class I binding data. (1) The peptide sequence is RSLYNTIATLY. The MHC is HLA-B08:03 with pseudo-sequence HLA-B08:03. The binding affinity (normalized) is 0.0847. (2) The binding affinity (normalized) is 0.0258. The MHC is H-2-Kb with pseudo-sequence H-2-Kb. The peptide sequence is FQPQNGQCI. (3) The peptide sequence is NFWLNTLLF. The MHC is HLA-C04:01 with pseudo-sequence HLA-C04:01. The binding affinity (normalized) is 0.637. (4) The peptide sequence is KLHRYIDSM. The MHC is HLA-A03:01 with pseudo-sequence HLA-A03:01. The binding affinity (normalized) is 0.0847. (5) The peptide sequence is ELQAALARV. The MHC is HLA-A68:02 with pseudo-sequence HLA-A68:02. The binding affinity (normalized) is 0.933. (6) The peptide sequence is RRIYDLIEL. The MHC is HLA-A33:01 with pseudo-sequence HLA-A33:01. The binding affinity (normalized) is 0. (7) The peptide sequence is YVIKVSFRV. The MHC is HLA-A26:01 with pseudo-sequence HLA-A26:01. The binding affinity (normalized) is 0.688.